From a dataset of Catalyst prediction with 721,799 reactions and 888 catalyst types from USPTO. Predict which catalyst facilitates the given reaction. (1) Reactant: [O:1]=[C:2]([N:10]1[C@H:14]([C:15]2[CH:20]=[CH:19][CH:18]=[CH:17][CH:16]=2)[CH2:13][O:12][C:11]1=[O:21])[CH2:3]P(=O)(OC)OC.CC(C)([O-])C.[K+].[Cl:28][C:29]1[CH:36]=[CH:35][C:32]([CH:33]=O)=[CH:31][CH:30]=1. Product: [Cl:28][C:29]1[CH:36]=[CH:35][C:32](/[CH:33]=[CH:3]/[C:2]([N:10]2[C@H:14]([C:15]3[CH:16]=[CH:17][CH:18]=[CH:19][CH:20]=3)[CH2:13][O:12][C:11]2=[O:21])=[O:1])=[CH:31][CH:30]=1. The catalyst class is: 1. (2) Reactant: [F:1][C:2]1[CH:3]=[C:4]([C:8]2[CH:17]=[C:16]3[C:11]([CH2:12][CH2:13][CH2:14][C:15]3=[N:18][C:19]3[CH:20]=[C:21]([CH:30]=[CH:31][CH:32]=3)[O:22][CH2:23][C:24](OC(C)C)=[O:25])=[CH:10][CH:9]=2)[CH:5]=[CH:6][CH:7]=1.[Na]. Product: [F:1][C:2]1[CH:3]=[C:4]([C:8]2[CH:17]=[C:16]3[C:11]([CH2:12][CH2:13][CH2:14][CH:15]3[NH:18][C:19]3[CH:20]=[C:21]([CH:30]=[CH:31][CH:32]=3)[O:22][CH2:23][CH2:24][OH:25])=[CH:10][CH:9]=2)[CH:5]=[CH:6][CH:7]=1. The catalyst class is: 1. (3) Product: [Cl:26][C:27]1[CH:32]=[CH:31][C:30]([CH:17]([C:16]2[CH:19]=[CH:20][CH:21]=[CH:22][C:15]=2[C:14]2[C:10]([CH2:9][O:8][CH2:7][C:6]3[CH:5]=[CH:4][C:3]([O:2][CH3:1])=[CH:25][CH:24]=3)=[N:11][O:12][C:13]=2[CH3:23])[OH:18])=[CH:29][CH:28]=1. The catalyst class is: 1. Reactant: [CH3:1][O:2][C:3]1[CH:25]=[CH:24][C:6]([CH2:7][O:8][CH2:9][C:10]2[C:14]([C:15]3[CH:22]=[CH:21][CH:20]=[CH:19][C:16]=3[CH:17]=[O:18])=[C:13]([CH3:23])[O:12][N:11]=2)=[CH:5][CH:4]=1.[Cl:26][C:27]1[CH:32]=[CH:31][C:30]([Mg]Br)=[CH:29][CH:28]=1. (4) Reactant: [OH:1][CH:2]([CH2:8][C:9]1[CH:14]=[CH:13][C:12]([O:15][CH2:16][C:17]2[CH:22]=[CH:21][CH:20]=[CH:19][CH:18]=2)=[CH:11][CH:10]=1)[C:3]([O:5]CC)=[O:4].Cl. Product: [OH:1][CH:2]([CH2:8][C:9]1[CH:14]=[CH:13][C:12]([O:15][CH2:16][C:17]2[CH:22]=[CH:21][CH:20]=[CH:19][CH:18]=2)=[CH:11][CH:10]=1)[C:3]([OH:5])=[O:4]. The catalyst class is: 74.